Task: Predict the reaction yield, written as a fraction of the theoretical maximum amount of product (1.0 means a 100% yield; for example, 0.34 means a 34% yield).. Dataset: Reaction yield outcomes from USPTO patents with 853,638 reactions (1) The reactants are [CH:1]([NH:4][C:5]1[CH:10]=[CH:9][CH:8]=[CH:7][CH:6]=1)([CH3:3])[CH3:2].B(O)(O)O.C1(C)C(C)=CC=CC=1.C([O:25][C:26](=[O:35])[CH2:27][CH2:28][CH2:29][CH2:30][CH2:31][C:32](O)=[O:33])C. The catalyst is C(OCC)(=O)C.O. The product is [CH:1]([N:4]([C:5]1[CH:10]=[CH:9][CH:8]=[CH:7][CH:6]=1)[C:32](=[O:33])[CH2:31][CH2:30][CH2:29][CH2:28][CH2:27][C:26]([OH:35])=[O:25])([CH3:3])[CH3:2]. The yield is 0.450. (2) The reactants are [Cl:1][C:2]1[CH:7]=[CH:6][C:5]([OH:8])=[CH:4][C:3]=1[C:9]([F:12])([F:11])[F:10].[F:13][C:14]1[CH:15]=[C:16]([CH:19]=[CH:20][C:21]=1F)[CH:17]=[O:18]. No catalyst specified. The product is [Cl:1][C:2]1[CH:7]=[CH:6][C:5]([O:8][C:21]2[CH:20]=[CH:19][C:16]([CH:17]=[O:18])=[CH:15][C:14]=2[F:13])=[CH:4][C:3]=1[C:9]([F:10])([F:11])[F:12]. The yield is 0.800. (3) The reactants are O[CH2:2][CH2:3][C:4]1[CH:11]=[CH:10][C:7]([C:8]#[N:9])=[CH:6][CH:5]=1.[C:12]1(=[O:22])[NH:16][C:15](=[O:17])[C:14]2=[CH:18][CH:19]=[CH:20][CH:21]=[C:13]12.C1(P(C2C=CC=CC=2)C2C=CC=CC=2)C=CC=CC=1.N(C(OCC)=O)=NC(OCC)=O. The catalyst is CN(C)C=O. The product is [O:17]=[C:15]1[C:14]2[C:13](=[CH:21][CH:20]=[CH:19][CH:18]=2)[C:12](=[O:22])[N:16]1[CH2:2][CH2:3][C:4]1[CH:11]=[CH:10][C:7]([C:8]#[N:9])=[CH:6][CH:5]=1. The yield is 0.930. (4) The yield is 0.743. The reactants are [Cl:1][C:2]1[NH:3][CH:4]=[C:5]([N+:7]([O-:9])=[O:8])[N:6]=1.[Si:10]([O:17][CH2:18][CH:19]([O:22][CH:23]1[CH2:28][CH2:27][CH2:26][CH2:25][O:24]1)[CH2:20]Cl)([C:13]([CH3:16])([CH3:15])[CH3:14])([CH3:12])[CH3:11]. No catalyst specified. The product is [Si:10]([O:17][CH2:18][CH:19]([O:22][CH:23]1[CH2:28][CH2:27][CH2:26][CH2:25][O:24]1)[CH2:20][N:3]1[CH:4]=[C:5]([N+:7]([O-:9])=[O:8])[N:6]=[C:2]1[Cl:1])([C:13]([CH3:16])([CH3:14])[CH3:15])([CH3:12])[CH3:11]. (5) The reactants are [Cl:1][C:2]1[CH:3]=[C:4]2[N:13]([S:14]([C:17]3[CH:23]=[CH:22][C:20]([CH3:21])=[CH:19][CH:18]=3)(=[O:16])=[O:15])[CH:12]=[CH:11][C:5]2=[N:6][C:7]=1[CH:8]([NH2:10])[CH3:9].CCN(C(C)C)C(C)C.Cl[C:34]1[N:39]=[C:38]([NH:40][C:41]2[CH:45]=[C:44]([CH:46]3[CH2:48][CH2:47]3)[NH:43][N:42]=2)[CH:37]=[CH:36][N:35]=1. The catalyst is CC(C(O)C(C)C)C. The product is [Cl:1][C:2]1[CH:3]=[C:4]2[N:13]([S:14]([C:17]3[CH:23]=[CH:22][C:20]([CH3:21])=[CH:19][CH:18]=3)(=[O:16])=[O:15])[CH:12]=[CH:11][C:5]2=[N:6][C:7]=1[CH:8]([NH:10][C:34]1[N:39]=[C:38]([NH:40][C:41]2[CH:45]=[C:44]([CH:46]3[CH2:48][CH2:47]3)[NH:43][N:42]=2)[CH:37]=[CH:36][N:35]=1)[CH3:9]. The yield is 0.410. (6) The reactants are [CH3:1][O:2][C:3]1[CH:4]=[C:5]([CH:8]=[C:9]([O:13][CH3:14])[C:10]=1[O:11][CH3:12])[CH:6]=O.[O-2].[Al+3].[O-2].[O-2].[Al+3].Cl.[CH3:21][C:22]([CH3:24])=[O:23]. No catalyst specified. The product is [CH3:1][O:2][C:3]1[CH:4]=[C:5]([CH:6]=[CH:21][C:22](=[O:23])[CH3:24])[CH:8]=[C:9]([O:13][CH3:14])[C:10]=1[O:11][CH3:12]. The yield is 0.219. (7) The reactants are [N:1]1([C:7]([O:9][C:10]([CH3:13])([CH3:12])[CH3:11])=[O:8])[CH2:6][CH2:5][NH:4][CH2:3][CH2:2]1.C(N(C(C)C)CC)(C)C.[CH3:23][C:24]1[CH:29]=[CH:28][C:27]([S:30](Cl)(=[O:32])=[O:31])=[CH:26][C:25]=1[N+:34]([O-:36])=[O:35].O. The catalyst is ClCCl. The product is [C:10]([O:9][C:7]([N:1]1[CH2:6][CH2:5][N:4]([S:30]([C:27]2[CH:28]=[CH:29][C:24]([CH3:23])=[C:25]([N+:34]([O-:36])=[O:35])[CH:26]=2)(=[O:31])=[O:32])[CH2:3][CH2:2]1)=[O:8])([CH3:13])([CH3:12])[CH3:11]. The yield is 0.940.